From a dataset of Forward reaction prediction with 1.9M reactions from USPTO patents (1976-2016). Predict the product of the given reaction. (1) Given the reactants Cl.CN(C)[CH2:4][CH2:5][CH2:6]N=C=NCC.[NH2:13][C:14]1[CH:27]=[C:26]2[C:17]([C:18](=[O:30])[N:19]([CH2:28][CH3:29])[C:20]3[CH:21]=[CH:22][CH:23]=[CH:24][C:25]=32)=[CH:16][CH:15]=1.[OH:31]N1C2C=CC=CC=2N=N1.C([N:43]([CH2:46][CH3:47])[CH2:44][CH3:45])C, predict the reaction product. The product is: [CH2:28]([N:19]1[C:18](=[O:30])[C:17]2[C:26](=[CH:27][C:14]([NH:13][C:4](=[O:31])[CH2:5][C:6]3[CH:45]=[CH:44][N:43]=[CH:46][CH:47]=3)=[CH:15][CH:16]=2)[C:25]2[CH:24]=[CH:23][CH:22]=[CH:21][C:20]1=2)[CH3:29]. (2) Given the reactants Cl[CH2:2][C:3]1[CH:8]=[CH:7][C:6]([C:9]2[C:10]([NH:15][S:16]([C:19]3[CH:24]=[CH:23][CH:22]=[CH:21][C:20]=3[C:25]([F:28])([F:27])[F:26])(=[O:18])=[O:17])=[N:11][CH:12]=[CH:13][N:14]=2)=[CH:5][CH:4]=1.[Cl:29][C:30]1[CH:31]=[C:32]([OH:36])[CH:33]=[CH:34][CH:35]=1, predict the reaction product. The product is: [Cl:29][C:30]1[CH:31]=[C:32]([CH:33]=[CH:34][CH:35]=1)[O:36][CH2:2][C:3]1[CH:8]=[CH:7][C:6]([C:9]2[C:10]([NH:15][S:16]([C:19]3[CH:24]=[CH:23][CH:22]=[CH:21][C:20]=3[C:25]([F:27])([F:26])[F:28])(=[O:17])=[O:18])=[N:11][CH:12]=[CH:13][N:14]=2)=[CH:5][CH:4]=1. (3) Given the reactants [N:1]1([C:11]([O:13][C:14]([CH3:17])([CH3:16])[CH3:15])=[O:12])[CH2:6][CH2:5][NH:4][CH:3]([C:7]([O:9][CH3:10])=[O:8])[CH2:2]1.[Cl:18][C:19]1[CH:20]=[C:21]2[C:26](=[CH:27][CH:28]=1)[CH:25]=[C:24]([S:29]([CH2:32][CH2:33][C:34](O)=[O:35])(=[O:31])=[O:30])[CH:23]=[CH:22]2.C1C=CC2N(O)N=NC=2C=1.CCN=C=NCCCN(C)C.C(=O)([O-])[O-].[K+].[K+], predict the reaction product. The product is: [Cl:18][C:19]1[CH:20]=[C:21]2[C:26](=[CH:27][CH:28]=1)[CH:25]=[C:24]([S:29]([CH2:32][CH2:33][C:34]([N:4]1[CH2:5][CH2:6][N:1]([C:11]([O:13][C:14]([CH3:17])([CH3:16])[CH3:15])=[O:12])[CH2:2][CH:3]1[C:7]([O:9][CH3:10])=[O:8])=[O:35])(=[O:30])=[O:31])[CH:23]=[CH:22]2. (4) Given the reactants [H-].[Na+].[F:3][C:4]1[CH:9]=[CH:8][C:7]([C:10](=[O:12])[CH3:11])=[CH:6][CH:5]=1.C([O:15][C:16](=O)[CH:17]([CH3:20])[CH2:18][CH3:19])C.Cl, predict the reaction product. The product is: [F:3][C:4]1[CH:9]=[CH:8][C:7]([C:10](=[O:12])[CH2:11][C:16](=[O:15])[CH:17]([CH3:20])[CH2:18][CH3:19])=[CH:6][CH:5]=1.